This data is from Forward reaction prediction with 1.9M reactions from USPTO patents (1976-2016). The task is: Predict the product of the given reaction. (1) Given the reactants [C:1]([O:5][C:6]([N:8]1[CH2:12][CH:11]([CH2:13][C:14]2[CH:19]=[C:18]([F:20])[CH:17]=[C:16]([F:21])[CH:15]=2)[CH:10]([CH2:22][NH:23][CH2:24][CH2:25][CH2:26][C:27]([O:29][C:30]([CH3:33])([CH3:32])[CH3:31])=[O:28])[CH2:9]1)=[O:7])([CH3:4])([CH3:3])[CH3:2].[O:34]=[C:35]1[CH2:44][CH:43]([C:45](O)=[O:46])[C:42]2[C:37](=[CH:38][CH:39]=[CH:40][CH:41]=2)[NH:36]1.C1N(P(Cl)(N2C(=O)OCC2)=O)C(=O)OC1.CCN(CC)CC, predict the reaction product. The product is: [C:1]([O:5][C:6]([N:8]1[CH2:12][CH:11]([CH2:13][C:14]2[CH:15]=[C:16]([F:21])[CH:17]=[C:18]([F:20])[CH:19]=2)[CH:10]([CH2:22][N:23]([CH2:24][CH2:25][CH2:26][C:27]([O:29][C:30]([CH3:33])([CH3:32])[CH3:31])=[O:28])[C:45]([CH:43]2[C:42]3[C:37](=[CH:38][CH:39]=[CH:40][CH:41]=3)[NH:36][C:35](=[O:34])[CH2:44]2)=[O:46])[CH2:9]1)=[O:7])([CH3:3])([CH3:4])[CH3:2]. (2) Given the reactants [Cl:1][C:2]1[CH:3]=[CH:4][C:5](I)=[C:6]([C:8]2[CH:13]=[C:12]([O:14][CH3:15])[N:11]=[CH:10][N:9]=2)[CH:7]=1.[CH2:17]1COC[CH2:18]1.C([Sn](C#C)(CCCC)CCCC)CCC, predict the reaction product. The product is: [Cl:1][C:2]1[CH:3]=[CH:4][C:5]([C:17]#[CH:18])=[C:6]([C:8]2[CH:13]=[C:12]([O:14][CH3:15])[N:11]=[CH:10][N:9]=2)[CH:7]=1. (3) Given the reactants C([O-])(=O)C.[Na+].[OH:6][C:7]1[CH:12]=[C:11]([C:13]([F:16])([F:15])[F:14])[N:10]=[CH:9][N:8]=1.[Br:17]Br, predict the reaction product. The product is: [Br:17][C:12]1[C:7]([OH:6])=[N:8][CH:9]=[N:10][C:11]=1[C:13]([F:16])([F:14])[F:15]. (4) Given the reactants [F:1][C:2]1[C:7]([CH:8]2[CH2:13][CH2:12][NH:11][CH2:10][CH2:9]2)=[CH:6][CH:5]=[CH:4][C:3]=1[C:14](=[O:16])[CH3:15].C(=O)([O-])[O-].[K+].[K+].I[CH:24]([CH3:26])[CH3:25], predict the reaction product. The product is: [F:1][C:2]1[C:7]([CH:8]2[CH2:9][CH2:10][N:11]([CH2:25][CH2:24][CH3:26])[CH2:12][CH2:13]2)=[CH:6][CH:5]=[CH:4][C:3]=1[C:14](=[O:16])[CH3:15]. (5) Given the reactants C(NC1C=CC(C2C=C3C(CN([C@@H](C(C)C)C(O)=O)C3=O)=CC=2)=CC=1)(=O)C1C=CC=CC=1.[CH3:33][CH:34]([CH3:72])[C@H:35]([N:40]1[CH2:48][C:47]2[C:42](=[CH:43][C:44]([C:49]3[CH:54]=[CH:53][C:52]([NH:55][C:56](=[O:70])[C:57]4[CH:62]=[CH:61][C:60]([O:63][C:64]5[CH:69]=[CH:68][CH:67]=[CH:66][CH:65]=5)=[CH:59][CH:58]=4)=[CH:51][CH:50]=3)=[CH:45][CH:46]=2)[C:41]1=[O:71])[C:36]([O:38]C)=[O:37], predict the reaction product. The product is: [CH3:33][CH:34]([CH3:72])[C@H:35]([N:40]1[CH2:48][C:47]2[C:42](=[CH:43][C:44]([C:49]3[CH:50]=[CH:51][C:52]([NH:55][C:56](=[O:70])[C:57]4[CH:62]=[CH:61][C:60]([O:63][C:64]5[CH:69]=[CH:68][CH:67]=[CH:66][CH:65]=5)=[CH:59][CH:58]=4)=[CH:53][CH:54]=3)=[CH:45][CH:46]=2)[C:41]1=[O:71])[C:36]([OH:38])=[O:37]. (6) Given the reactants [CH3:1][S:2]([N:5]1[CH2:10][CH:9]=[C:8]([C:11]2[CH:16]=[CH:15][C:14]([OH:17])=[CH:13][N:12]=2)[CH2:7][CH2:6]1)(=[O:4])=[O:3].[C:18]([O:22][C:23]([N:25]1[CH2:30][CH2:29][CH:28]([CH:31](OS(C)(=O)=O)C)[CH2:27][CH2:26]1)=[O:24])([CH3:21])([CH3:20])[CH3:19].C(=O)([O-])[O-].[K+].[K+].CN(C)C=O, predict the reaction product. The product is: [C:18]([O:22][C:23]([N:25]1[CH2:30][CH2:29][CH:28]([CH2:31][O:17][C:14]2[CH:15]=[CH:16][C:11]([C:8]3[CH2:9][CH2:10][N:5]([S:2]([CH3:1])(=[O:3])=[O:4])[CH2:6][CH:7]=3)=[N:12][CH:13]=2)[CH2:27][CH2:26]1)=[O:24])([CH3:21])([CH3:19])[CH3:20].